The task is: Predict which catalyst facilitates the given reaction.. This data is from Catalyst prediction with 721,799 reactions and 888 catalyst types from USPTO. (1) Reactant: [OH:1][CH:2]([C:4]1[CH:13]=[CH:12][C:7]([C:8]([O:10][CH3:11])=[O:9])=[CH:6][CH:5]=1)[CH3:3].[CH:14]1[C:19](O)=[CH:18][CH:17]=[C:16]([CH3:21])[CH:15]=1.C1(P(C2C=CC=CC=2)C2C=CC=CC=2)C=CC=CC=1.C(OC(N=NC(OC(C)C)=O)=O)(C)C. Product: [C:16]1([CH3:21])[CH:17]=[CH:18][C:19]([O:1][CH:2]([C:4]2[CH:13]=[CH:12][C:7]([C:8]([O:10][CH3:11])=[O:9])=[CH:6][CH:5]=2)[CH3:3])=[CH:14][CH:15]=1. The catalyst class is: 7. (2) Reactant: [S:1](=[O:44])(=[O:43])([O:3][CH2:4][C@H:5]1[CH2:9][C@@H:8]([NH:10][C:11]2[C:16]([C:17]([C:19]3[S:20][CH:21]=[C:22]([CH2:24][N:25]4[CH2:29][CH2:28][C:27]([F:31])([F:30])[CH2:26]4)[CH:23]=3)=[O:18])=[CH:15][N:14]=[CH:13][N:12]=2)[CH2:7][C@@H:6]1[O:32][Si](C(C)C)(C(C)C)C(C)C)[NH2:2].Cl.O. Product: [S:1](=[O:43])(=[O:44])([O:3][CH2:4][C@H:5]1[CH2:9][C@@H:8]([NH:10][C:11]2[C:16]([C:17]([C:19]3[S:20][CH:21]=[C:22]([CH2:24][N:25]4[CH2:29][CH2:28][C:27]([F:31])([F:30])[CH2:26]4)[CH:23]=3)=[O:18])=[CH:15][N:14]=[CH:13][N:12]=2)[CH2:7][C@@H:6]1[OH:32])[NH2:2]. The catalyst class is: 1. (3) Reactant: [Cl:1][C:2]1[CH:9]=[CH:8][C:5]([C:6]#[N:7])=[CH:4][CH:3]=1.[CH2:10]([O:12]CC)[CH3:11].Cl. Product: [ClH:1].[CH2:10]([O:12][C:6](=[NH:7])[C:5]1[CH:8]=[CH:9][C:2]([Cl:1])=[CH:3][CH:4]=1)[CH3:11]. The catalyst class is: 8. (4) Reactant: Cl[CH2:2][C:3]1[CH:8]=[CH:7][N:6]=[C:5]([C:9]([F:12])([F:11])[F:10])[CH:4]=1.[OH:13][C:14]1[CH:23]=[C:22]2[C:17]([CH:18]=[C:19]([CH2:24][C:25]([O:27][CH2:28][CH3:29])=[O:26])[CH:20]=[N:21]2)=[CH:16][CH:15]=1.C([O-])([O-])=O.[Cs+].[Cs+]. Product: [F:10][C:9]([F:12])([F:11])[C:5]1[CH:4]=[C:3]([CH2:2][O:13][C:14]2[CH:23]=[C:22]3[C:17]([CH:18]=[C:19]([CH2:24][C:25]([O:27][CH2:28][CH3:29])=[O:26])[CH:20]=[N:21]3)=[CH:16][CH:15]=2)[CH:8]=[CH:7][N:6]=1. The catalyst class is: 3.